This data is from Forward reaction prediction with 1.9M reactions from USPTO patents (1976-2016). The task is: Predict the product of the given reaction. (1) The product is: [C:1]([O:5][C:6]([N:8]1[CH2:9][CH2:10][CH:11]([NH:14][CH3:15])[CH2:12][CH2:13]1)=[O:7])([CH3:4])([CH3:3])[CH3:2]. Given the reactants [C:1]([O:5][C:6]([N:8]1[CH2:13][CH2:12][CH:11]([N:14](CC2C=CC=CC=2)[CH3:15])[CH2:10][CH2:9]1)=[O:7])([CH3:4])([CH3:3])[CH3:2], predict the reaction product. (2) The product is: [F:22][C:23]1[CH:31]=[CH:30][C:26]([C:27]([NH:18][C:17]2[CH:19]=[CH:20][CH:21]=[C:15]([O:14][CH3:13])[CH:16]=2)=[O:28])=[CH:25][C:24]=1[N+:32]([O-:34])=[O:33]. Given the reactants Cl.CN(C)CCCN=C=NCC.[CH3:13][O:14][C:15]1[CH:16]=[C:17]([CH:19]=[CH:20][CH:21]=1)[NH2:18].[F:22][C:23]1[CH:31]=[CH:30][C:26]([C:27](O)=[O:28])=[CH:25][C:24]=1[N+:32]([O-:34])=[O:33].Cl, predict the reaction product. (3) Given the reactants C([N:3](CC)CC)C.N[C:9]1[CH:10]=[N:11][C:12]2[C:17]([C:18]=1[OH:19])=[CH:16][CH:15]=[C:14]([CH3:20])[CH:13]=2.[C:21](Cl)(=[O:25])[CH2:22][CH2:23][CH3:24].CO, predict the reaction product. The product is: [OH:19][C:18]1([NH:3][C:21](=[O:25])[CH2:22][CH2:23][CH3:24])[C:17]2[C:12](=[CH:13][C:14]([CH3:20])=[CH:15][CH:16]=2)[N:11]=[CH:10][CH2:9]1. (4) Given the reactants C([N:8]1[CH2:12][C@H:11]2[C@H:13]([NH:16][C:17](=[O:29])[C@@H:18]([N:23]3[CH2:28][CH2:27][O:26][CH2:25][CH2:24]3)[CH2:19][CH:20]([CH3:22])[CH3:21])[CH2:14][CH2:15][C@H:10]2[CH2:9]1)C1C=CC=CC=1.[H][H], predict the reaction product. The product is: [CH3:21][CH:20]([CH3:22])[CH2:19][C@H:18]([N:23]1[CH2:24][CH2:25][O:26][CH2:27][CH2:28]1)[C:17]([NH:16][C@H:13]1[C@H:11]2[C@H:10]([CH2:9][NH:8][CH2:12]2)[CH2:15][CH2:14]1)=[O:29]. (5) The product is: [CH:12](=[N:11][CH2:10][CH2:9][C:5]1[CH:6]=[CH:7][CH:8]=[C:3]([O:2][CH3:1])[CH:4]=1)[C:13]1[CH:18]=[CH:17][CH:16]=[CH:15][CH:14]=1. Given the reactants [CH3:1][O:2][C:3]1[CH:4]=[C:5]([CH2:9][CH2:10][NH2:11])[CH:6]=[CH:7][CH:8]=1.[CH:12](=O)[C:13]1[CH:18]=[CH:17][CH:16]=[CH:15][CH:14]=1, predict the reaction product. (6) Given the reactants [Br:1][CH2:2][C:3]([C:5]1[CH:10]=[CH:9][CH:8]=[CH:7][CH:6]=1)=[O:4].[C:11]([O:15][C:16]([NH:18][CH:19]([C:31]1[CH:36]=[CH:35][CH:34]=[C:33]([F:37])[CH:32]=1)[C:20]([O:22][C@@H:23]1[CH:28]2[CH2:29][CH2:30][N:25]([CH2:26][CH2:27]2)[CH2:24]1)=[O:21])=[O:17])([CH3:14])([CH3:13])[CH3:12], predict the reaction product. The product is: [Br-:1].[C:11]([O:15][C:16]([NH:18][CH:19]([C:31]1[CH:36]=[CH:35][CH:34]=[C:33]([F:37])[CH:32]=1)[C:20]([O:22][C@@H:23]1[CH:28]2[CH2:27][CH2:26][N+:25]([CH2:2][C:3](=[O:4])[C:5]3[CH:10]=[CH:9][CH:8]=[CH:7][CH:6]=3)([CH2:30][CH2:29]2)[CH2:24]1)=[O:21])=[O:17])([CH3:14])([CH3:12])[CH3:13]. (7) Given the reactants [C@H:1]1([OH:8])[CH2:6][CH2:5][CH2:4][C@@H:3]([OH:7])[CH2:2]1.CC(C)([O-])C.[K+].Br[CH2:16][C:17]1[CH:26]=[CH:25][CH:24]=[C:23]([CH3:27])[C:18]=1[C:19]([O:21][CH3:22])=[O:20].O, predict the reaction product. The product is: [OH:7][C@@H:3]1[CH2:4][CH2:5][CH2:6][C@H:1]([O:8][CH2:16][C:17]2[CH:26]=[CH:25][CH:24]=[C:23]([CH3:27])[C:18]=2[C:19]([O:21][CH3:22])=[O:20])[CH2:2]1. (8) Given the reactants [CH2:1]([O:8][C:9]1[CH:18]=[C:17]2[C:12]([C:13]([NH:22][NH:23][C:24]([O:26][C:27]([CH3:30])([CH3:29])[CH3:28])=[O:25])=[C:14]([N+:19]([O-])=O)[CH:15]=[N:16]2)=[CH:11][CH:10]=1)[C:2]1[CH:7]=[CH:6][CH:5]=[CH:4][CH:3]=1, predict the reaction product. The product is: [NH2:19][C:14]1[CH:15]=[N:16][C:17]2[C:12]([C:13]=1[NH:22][NH:23][C:24]([O:26][C:27]([CH3:30])([CH3:29])[CH3:28])=[O:25])=[CH:11][CH:10]=[C:9]([O:8][CH2:1][C:2]1[CH:3]=[CH:4][CH:5]=[CH:6][CH:7]=1)[CH:18]=2.